This data is from Full USPTO retrosynthesis dataset with 1.9M reactions from patents (1976-2016). The task is: Predict the reactants needed to synthesize the given product. (1) Given the product [F:42][C:36]1[CH:37]=[C:38]([F:41])[CH:39]=[CH:40][C:35]=1[O:34][C:31]1[CH:32]=[C:33]2[C:28](=[CH:29][C:30]=1[C:43]([NH:2][C@H:3]1[CH2:8][CH2:7][CH2:6][N:5]([CH3:9])[C:4]1=[O:10])=[O:44])[N:27]([CH2:46][CH:47]([CH3:49])[CH3:48])[N:26]=[CH:25]2, predict the reactants needed to synthesize it. The reactants are: Cl.[NH2:2][C@H:3]1[CH2:8][CH2:7][CH2:6][N:5]([CH3:9])[C:4]1=[O:10].C(N(CC)CC)C.O=C1CCC(=O)N1[C:25]1[C:33]2[C:28](=[CH:29][C:30]([C:43]([O-])=[O:44])=[C:31]([O:34][C:35]3[CH:40]=[CH:39][C:38]([F:41])=[CH:37][C:36]=3[F:42])[CH:32]=2)[N:27]([CH2:46][CH:47]([CH3:49])[CH3:48])[N:26]=1. (2) The reactants are: [Cl:1][C:2]1[C:10]([O:11]COC)=[CH:9][C:8]([I:15])=[C:7]2[C:3]=1[CH:4](O)[N:5]([C:17]([CH3:25])([C:19]1[CH:24]=[CH:23][CH:22]=[CH:21][CH:20]=1)[CH3:18])[C:6]2=[O:16].FC(F)(F)C(O)=O.C([SiH](CC)CC)C.C(=O)([O-])O.[Na+]. Given the product [Cl:1][C:2]1[C:10]([OH:11])=[CH:9][C:8]([I:15])=[C:7]2[C:3]=1[CH2:4][N:5]([C:17]([CH3:25])([C:19]1[CH:24]=[CH:23][CH:22]=[CH:21][CH:20]=1)[CH3:18])[C:6]2=[O:16], predict the reactants needed to synthesize it. (3) The reactants are: [Cl:1][C:2]1[CH:7]=[CH:6][C:5]([C@:8]2([O:17][C@H:16]([CH2:18][OH:19])[C@@H:14]([OH:15])[C@H:12]([OH:13])[C@H:10]2[OH:11])[OH:9])=[CH:4][C:3]=1[CH2:20][C:21]1[CH:26]=[CH:25][C:24](OS(C(F)(F)F)(=O)=O)=[CH:23][CH:22]=1.[C:35]([C:37]1[CH:42]=[CH:41][N:40]=[CH:39][CH:38]=1)#[CH:36]. Given the product [Cl:1][C:2]1[CH:7]=[CH:6][C:5]([C@:8]2([O:17][C@H:16]([CH2:18][OH:19])[C@@H:14]([OH:15])[C@H:12]([OH:13])[C@H:10]2[OH:11])[OH:9])=[CH:4][C:3]=1[CH2:20][C:21]1[CH:22]=[CH:23][C:24]([C:36]#[C:35][C:37]2[CH:42]=[CH:41][N:40]=[CH:39][CH:38]=2)=[CH:25][CH:26]=1, predict the reactants needed to synthesize it. (4) Given the product [Br:1][C:2]1[CH:3]=[C:4]([O:8][CH3:9])[CH:5]=[CH:6][C:7]=1[C:15]([C:14]1[CH:18]=[CH:19][C:20]([O:21][CH2:22][CH2:23][N:24]2[CH2:29][CH2:28][CH2:27][CH2:26][CH2:25]2)=[C:12]([F:11])[CH:13]=1)=[O:16], predict the reactants needed to synthesize it. The reactants are: [Br:1][C:2]1[CH:3]=[C:4]([O:8][CH3:9])[CH:5]=[CH:6][CH:7]=1.Cl.[F:11][C:12]1[CH:13]=[C:14]([CH:18]=[CH:19][C:20]=1[O:21][CH2:22][CH2:23][N:24]1[CH2:29][CH2:28][CH2:27][CH2:26][CH2:25]1)[C:15](O)=[O:16]. (5) Given the product [CH2:8]([OH:9])[C@@H:6]([OH:7])[CH:4]([OH:5])[C@H:2]([OH:3])[CH2:1][OH:10], predict the reactants needed to synthesize it. The reactants are: [CH2:1]([OH:10])[C@@H:2]([C@H:4]([C@@H:6]([CH2:8][OH:9])[OH:7])[OH:5])[OH:3].O=C[C@@H]([C@H]([C@@H]([C@@H](CO)O)O)O)O. (6) The reactants are: [CH3:1][O:2][C:3]1[C:11]2[O:10][C:9]([CH3:12])=[CH:8][C:7]=2[C:6]([NH2:13])=[CH:5][CH:4]=1.C1N=CN([C:19](N2C=NC=C2)=[S:20])C=1. Given the product [N:13]([C:6]1[C:7]2[CH:8]=[C:9]([CH3:12])[O:10][C:11]=2[C:3]([O:2][CH3:1])=[CH:4][CH:5]=1)=[C:19]=[S:20], predict the reactants needed to synthesize it. (7) Given the product [N:1]1[CH:6]=[CH:5][CH:4]=[CH:3][C:2]=1[C:7]1[N:11]=[C:10]([C:12]2[CH:13]=[N:14][CH:15]=[C:16]([C:19]3[CH:24]=[CH:23][CH:22]=[CH:21][CH:20]=3)[CH:17]=2)[O:9][N:8]=1, predict the reactants needed to synthesize it. The reactants are: [N:1]1[CH:6]=[CH:5][CH:4]=[CH:3][C:2]=1[C:7]1[N:11]=[C:10]([C:12]2[CH:13]=[N:14][CH:15]=[C:16](Br)[CH:17]=2)[O:9][N:8]=1.[C:19]1(B(O)O)[CH:24]=[CH:23][CH:22]=[CH:21][CH:20]=1.C(=O)([O-])[O-].[Na+].[Na+]. (8) Given the product [CH2:28]([N:6]([CH2:1][CH2:2][CH:3]([CH3:5])[CH3:4])[C:7]([C:9]1[CH:14]=[CH:13][N:12]2[N:15]=[C:16]([C:23]([OH:25])=[O:24])[CH:17]=[C:11]2[CH:10]=1)=[O:8])[CH2:29][CH:30]([CH3:32])[CH3:31], predict the reactants needed to synthesize it. The reactants are: [CH2:1]([N:6]([CH2:28][CH2:29][CH:30]([CH3:32])[CH3:31])[C:7]([C:9]1[CH:14]=[CH:13][N:12]2[N:15]=[C:16]([C:23]([O:25]CC)=[O:24])[C:17](C(OCC)=O)=[C:11]2[CH:10]=1)=[O:8])[CH2:2][CH:3]([CH3:5])[CH3:4].S(=O)(=O)(O)O. (9) Given the product [F:1][C:2]1[CH:3]=[CH:4][C:5]([C:8]2[N:9]=[C:10]3[CH:15]=[CH:14][C:13]([N:16]4[CH2:21][CH2:20][NH:19][C@H:18]([CH3:22])[CH2:17]4)=[N:12][N:11]3[C:23]=2[C:24]2[CH:29]=[CH:28][N:27]=[C:26]3[NH:30][CH:31]=[CH:32][C:25]=23)=[CH:6][CH:7]=1, predict the reactants needed to synthesize it. The reactants are: [F:1][C:2]1[CH:7]=[CH:6][C:5]([C:8]2[N:9]=[C:10]3[CH:15]=[CH:14][C:13]([N:16]4[CH2:21][CH2:20][NH:19][C@H:18]([CH3:22])[CH2:17]4)=[N:12][N:11]3[C:23]=2[C:24]2[CH:29]=[CH:28][N:27]=[C:26]3[N:30](S(C4C=CC(C)=CC=4)(=O)=O)[CH:31]=[CH:32][C:25]=23)=[CH:4][CH:3]=1.[OH-].[Na+].O.